Dataset: Reaction yield outcomes from USPTO patents with 853,638 reactions. Task: Predict the reaction yield, written as a fraction of the theoretical maximum amount of product (1.0 means a 100% yield; for example, 0.34 means a 34% yield). (1) The reactants are [CH3:1][O:2][C:3]1[CH:11]=[CH:10][C:6]2[N:7]=[CH:8][NH:9][C:5]=2[CH:4]=1.[H-].[Na+].[CH2:25](C(OC(Cl)[CH2:25][C:26]1[CH:31]=[CH:30][CH:29]=[CH:28][CH:27]=1)Cl)[C:26]1[CH:31]=[CH:30][CH:29]=[CH:28][CH:27]=1.O.CN(C)[CH:36]=[O:37]. No catalyst specified. The product is [CH2:25]([O:37][CH2:36][N:9]1[C:5]2[CH:4]=[C:3]([O:2][CH3:1])[CH:11]=[CH:10][C:6]=2[N:7]=[CH:8]1)[C:26]1[CH:27]=[CH:28][CH:29]=[CH:30][CH:31]=1. The yield is 0.270. (2) The reactants are [CH3:1][O:2][CH2:3][CH2:4][O:5][C:6]1[CH:7]=[C:8]2[C:12](=[C:13]([N:15]([CH3:25])[S:16]([C:19]3[CH:24]=[CH:23][CH:22]=[CH:21][N:20]=3)(=[O:18])=[O:17])[CH:14]=1)[NH:11][C:10]([C:26]([O:28]CC)=[O:27])=[CH:9]2.[OH-].[Na+].Cl. The catalyst is O1CCCC1.CO.C(OCC)(=O)C. The product is [CH3:1][O:2][CH2:3][CH2:4][O:5][C:6]1[CH:7]=[C:8]2[C:12](=[C:13]([N:15]([CH3:25])[S:16]([C:19]3[CH:24]=[CH:23][CH:22]=[CH:21][N:20]=3)(=[O:17])=[O:18])[CH:14]=1)[NH:11][C:10]([C:26]([OH:28])=[O:27])=[CH:9]2. The yield is 1.00. (3) The reactants are [C:1]([C:3]1[CH:11]=[CH:10][C:6]([C:7](O)=[O:8])=[CH:5][CH:4]=1)#[N:2].CN([C:15]([O:19][N:20]1N=NC2C=CC=N[C:21]1=2)=[N+](C)C)C.F[P-](F)(F)(F)(F)F.CN. The catalyst is C(Cl)Cl.O. The product is [C:1]([C:3]1[CH:11]=[CH:10][C:6]([C:7]([N:20]([O:19][CH3:15])[CH3:21])=[O:8])=[CH:5][CH:4]=1)#[N:2]. The yield is 0.960. (4) The reactants are [C:1]1([OH:11])[C:10]2[CH2:9][CH2:8][CH2:7][CH2:6][C:5]=2[CH:4]=[CH:3][CH:2]=1.[C:12]([N:15]1[CH2:20][CH2:19][CH2:18][CH2:17][C:16]1=O)(=[O:14])[CH3:13]. No catalyst specified. The product is [OH:11][C:1]1[C:10]2[CH2:9][CH2:8][CH2:7][CH2:6][C:5]=2[CH:4]=[CH:3][C:2]=1[C:18]1[CH2:19][CH2:20][N:15]([C:12](=[O:14])[CH3:13])[CH2:16][CH:17]=1. The yield is 1.00. (5) The reactants are Br[C:2]1[C:7]([O:8][C:9](=O)[CH3:10])=[CH:6][CH:5]=[CH:4][N:3]=1.[Si](C#C)(C)(C)C. The catalyst is C1COCC1.Cl[Pd](Cl)([P](C1C=CC=CC=1)(C1C=CC=CC=1)C1C=CC=CC=1)[P](C1C=CC=CC=1)(C1C=CC=CC=1)C1C=CC=CC=1.[Cu]I. The product is [O:8]1[C:7]2[C:2](=[N:3][CH:4]=[CH:5][CH:6]=2)[CH:10]=[CH:9]1. The yield is 0.210. (6) The reactants are [CH2:1]1[CH:8]2[NH:9][CH:3]([CH2:4][C:5]([CH2:7]2)=[O:6])[CH2:2]1.C(N(CC)CC)C.[CH3:17][C:18]([O:21][C:22](O[C:22]([O:21][C:18]([CH3:20])([CH3:19])[CH3:17])=[O:23])=[O:23])([CH3:20])[CH3:19]. The catalyst is C(Cl)Cl. The product is [C:18]([O:21][C:22]([N:9]1[CH:8]2[CH2:1][CH2:2][CH:3]1[CH2:4][C:5](=[O:6])[CH2:7]2)=[O:23])([CH3:20])([CH3:19])[CH3:17]. The yield is 0.860. (7) The reactants are [C:1]([C:3]1[N:4]=[CH:5][C:6]([NH:9][C:10](=[O:17])[CH2:11][CH2:12][C:13]([O:15][CH3:16])=[O:14])=[N:7][CH:8]=1)#[N:2].[N-:18]=[N+:19]=[N-:20].[Na+].[Cl-].C([NH+](CC)CC)C. The catalyst is CN1CCCC1=O.O. The product is [O:17]=[C:10]([NH:9][C:6]1[CH:5]=[N:4][C:3]([C:1]2[NH:20][N:19]=[N:18][N:2]=2)=[CH:8][N:7]=1)[CH2:11][CH2:12][C:13]([O:15][CH3:16])=[O:14]. The yield is 0.430.